Task: Predict the reactants needed to synthesize the given product.. Dataset: Full USPTO retrosynthesis dataset with 1.9M reactions from patents (1976-2016) (1) The reactants are: [NH2:1][CH2:2][C:3]1[CH:8]=[CH:7][C:6]([CH2:9][CH2:10][NH2:11])=[CH:5][C:4]=1[F:12].[CH3:13][S:14]([Cl:17])(=[O:16])=[O:15].C1CCN2C(=NCCC2)CC1. Given the product [ClH:17].[ClH:17].[NH2:1][CH2:2][C:3]1[CH:8]=[CH:7][C:6]([CH2:9][CH2:10][NH2:11])=[CH:5][C:4]=1[F:12].[F:12][C:4]1[CH:5]=[C:6]([CH2:9][CH2:10][NH:11][S:14]([CH3:13])(=[O:16])=[O:15])[CH:7]=[CH:8][C:3]=1[CH2:2][NH:1][S:14]([CH3:13])(=[O:16])=[O:15], predict the reactants needed to synthesize it. (2) Given the product [NH2:6][C:7]1[N:8]=[C:9]([S:23][CH2:25][S:26]([NH:29][CH:30]2[CH2:32][CH2:31]2)(=[O:28])=[O:27])[C:10]([CH:21]=[O:22])=[C:11]([C:13]2[CH:18]=[CH:17][C:16]([CH3:19])=[CH:15][C:14]=2[CH3:20])[N:12]=1, predict the reactants needed to synthesize it. The reactants are: C(=O)([O-])O.[Na+].[NH2:6][C:7]1[N:12]=[C:11]([C:13]2[CH:18]=[CH:17][C:16]([CH3:19])=[CH:15][C:14]=2[CH3:20])[C:10]([CH:21]=[O:22])=[C:9]([SH:23])[N:8]=1.Br[CH2:25][S:26]([NH:29][CH:30]1[CH2:32][CH2:31]1)(=[O:28])=[O:27].C(OCC)(=O)C. (3) Given the product [F:23][C:24]1[CH:25]=[C:26]([C:2]2[CH:3]=[CH:4][C:5]([NH:8][C:9](=[O:22])[CH2:10][N:11]3[CH2:19][CH2:18][N:17]4[C@@H:13]([CH2:14][CH2:15][S:16]4(=[O:21])=[O:20])[CH2:12]3)=[N:6][CH:7]=2)[CH:27]=[C:28]([F:30])[CH:29]=1, predict the reactants needed to synthesize it. The reactants are: Br[C:2]1[CH:3]=[CH:4][C:5]([NH:8][C:9](=[O:22])[CH2:10][N:11]2[CH2:19][CH2:18][N:17]3[C@@H:13]([CH2:14][CH2:15][S:16]3(=[O:21])=[O:20])[CH2:12]2)=[N:6][CH:7]=1.[F:23][C:24]1[CH:25]=[C:26](B(O)O)[CH:27]=[C:28]([F:30])[CH:29]=1. (4) Given the product [CH3:1][C:2]1([C:12]([O:14][CH2:15][CH3:16])=[O:13])[CH2:3][CH2:4][C:5](=[O:6])[CH2:10][CH2:11]1, predict the reactants needed to synthesize it. The reactants are: [CH3:1][C:2]1([C:12]([O:14][CH2:15][CH3:16])=[O:13])[CH2:11][CH2:10][C:5]2(OCC[O:6]2)[CH2:4][CH2:3]1. (5) The reactants are: [Cl:1][C:2]1[CH:7]=[CH:6][C:5]([C:8]2[CH:13]=[C:12]([CH3:14])[N:11]=[C:10](I)[CH:9]=2)=[CH:4][CH:3]=1.[Br:16][C:17]1[C:18](B(O)O)=[N:19][CH:20]=[CH:21][CH:22]=1.BrC1C=NC=C(Br)C=1. Given the product [Br:16][C:17]1[CH:22]=[C:21]([C:10]2[CH:9]=[C:8]([C:5]3[CH:6]=[CH:7][C:2]([Cl:1])=[CH:3][CH:4]=3)[CH:13]=[C:12]([CH3:14])[N:11]=2)[CH:20]=[N:19][CH:18]=1, predict the reactants needed to synthesize it. (6) Given the product [C:1]([C:4]1[C:40](=[O:41])[C@@:8]2([CH3:42])[C:9]3[C:15]([OH:16])=[CH:14][C:13]([OH:17])=[C:12]([C:25]([NH:27][CH2:28][C:29]4[C:38]5[C:33](=[CH:34][CH:35]=[CH:36][CH:37]=5)[CH:32]=[CH:31][C:30]=4[CH3:39])=[O:26])[C:10]=3[O:11][C:7]2=[CH:6][C:5]=1[OH:43])(=[O:3])[CH3:2], predict the reactants needed to synthesize it. The reactants are: [C:1]([C:4]1[C:40](=[O:41])[C@@:8]2([CH3:42])[C:9]3[C:15]([OH:16])=[CH:14][C:13]([O:17]CC4C=CC=CC=4)=[C:12]([C:25]([NH:27][CH2:28][C:29]4[C:38]5[C:33](=[CH:34][CH:35]=[CH:36][CH:37]=5)[CH:32]=[CH:31][C:30]=4[CH3:39])=[O:26])[C:10]=3[O:11][C:7]2=[CH:6][C:5]=1[OH:43])(=[O:3])[CH3:2].[H][H]. (7) The reactants are: [Cl:1][C:2]1[C:3](O)=[N:4][C:5]([CH:11]2[CH2:13][CH2:12]2)=[N:6][C:7]=1[C:8]([OH:10])=[O:9].P(Cl)(Cl)([Cl:17])=O. Given the product [CH:11]1([C:5]2[N:4]=[C:3]([Cl:17])[C:2]([Cl:1])=[C:7]([C:8]([OH:10])=[O:9])[N:6]=2)[CH2:13][CH2:12]1, predict the reactants needed to synthesize it.